This data is from Full USPTO retrosynthesis dataset with 1.9M reactions from patents (1976-2016). The task is: Predict the reactants needed to synthesize the given product. (1) Given the product [Cl:1][C:2]1[CH:7]=[CH:6][C:5]([CH2:8][C@@H:9]([NH:27][C:63]([C@H:37]2[CH2:36][C:45]3[C:40](=[CH:41][CH:42]=[CH:43][CH:44]=3)[CH2:39][N:38]2[C:46]([O:48][CH2:49][CH:50]2[C:62]3[CH:61]=[CH:60][CH:59]=[CH:58][C:57]=3[C:56]3[C:51]2=[CH:52][CH:53]=[CH:54][CH:55]=3)=[O:47])=[O:65])[C:10]([N:12]2[CH2:13][CH2:14][N:15]([C:18]3[CH:23]=[CH:22][CH:21]=[CH:20][C:19]=3[N+:24]([O-:26])=[O:25])[CH2:16][CH2:17]2)=[O:11])=[CH:4][CH:3]=1, predict the reactants needed to synthesize it. The reactants are: [Cl:1][C:2]1[CH:7]=[CH:6][C:5]([CH2:8][C@@H:9]([NH:27]C(OC(C)(C)C)=O)[C:10]([N:12]2[CH2:17][CH2:16][N:15]([C:18]3[CH:23]=[CH:22][CH:21]=[CH:20][C:19]=3[N+:24]([O-:26])=[O:25])[CH2:14][CH2:13]2)=[O:11])=[CH:4][CH:3]=1.Cl.[CH2:36]1[C:45]2[C:40](=[CH:41][CH:42]=[CH:43][CH:44]=2)[CH2:39][N:38]([C:46]([O:48][CH2:49][CH:50]2[C:62]3[C:57](=[CH:58][CH:59]=[CH:60][CH:61]=3)[C:56]3[C:51]2=[CH:52][CH:53]=[CH:54][CH:55]=3)=[O:47])[C@H:37]1[C:63]([OH:65])=O.CCN=C=NCCCN(C)C.CI.C1C=NC2N(O)N=NC=2C=1. (2) Given the product [Br:1][C:2]1[C:20]([CH3:21])=[C:19]([N+:22]([O-:24])=[O:23])[CH:18]=[C:17]([Br:25])[C:3]=1[O:4][C:5]1[CH:6]=[C:7]([CH:14]([CH3:15])[CH3:16])[C:8]([OH:13])=[C:9]([CH:10]([OH:11])[CH3:26])[CH:12]=1, predict the reactants needed to synthesize it. The reactants are: [Br:1][C:2]1[C:20]([CH3:21])=[C:19]([N+:22]([O-:24])=[O:23])[CH:18]=[C:17]([Br:25])[C:3]=1[O:4][C:5]1[CH:6]=[C:7]([CH:14]([CH3:16])[CH3:15])[C:8]([OH:13])=[C:9]([CH:12]=1)[CH:10]=[O:11].[CH3:26][Al](C)C.C1(C)C=CC=CC=1. (3) Given the product [OH:1][C@@H:2]([CH3:9])[CH2:3][C:4]([O:6][CH2:7][CH3:8])=[O:5], predict the reactants needed to synthesize it. The reactants are: [OH:1][CH:2]([CH3:9])[CH2:3][C:4]([O:6][CH2:7][CH3:8])=[O:5].P([O-])([O-])([O-])=O.[K+].[K+].[K+]. (4) The reactants are: [CH3:1][C:2]1([CH3:14])[CH2:7][CH2:6][CH2:5][C:4](=[O:8])[CH:3]1[C:9]([O:11][CH2:12][CH3:13])=[O:10].[BH4-].[Na+]. Given the product [OH:8][CH:4]1[CH:3]([C:9]([O:11][CH2:12][CH3:13])=[O:10])[C:2]([CH3:1])([CH3:14])[CH2:7][CH2:6][CH2:5]1, predict the reactants needed to synthesize it. (5) Given the product [Cl:1][C:2]1[C:3]([O:12][CH:14]([CH2:17][CH3:18])[CH2:15][CH3:16])=[CH:4][C:5]([I:11])=[CH:6][C:7]=1[O:8][CH2:9][CH3:10], predict the reactants needed to synthesize it. The reactants are: [Cl:1][C:2]1[C:7]([O:8][CH2:9][CH3:10])=[CH:6][C:5]([I:11])=[CH:4][C:3]=1[OH:12].Br[CH:14]([CH2:17][CH3:18])[CH2:15][CH3:16]. (6) Given the product [C:1]([NH:5][C:6](=[O:7])[C:8]1[CH:13]=[CH:12][CH:11]=[C:10]([CH:14]([N:18]2[CH2:19][CH2:20][NH:21][CH2:22][CH2:23]2)[CH:15]([CH3:17])[CH3:16])[CH:9]=1)([CH3:3])([CH3:4])[CH3:2], predict the reactants needed to synthesize it. The reactants are: [C:1]([NH:5][C:6]([C:8]1[CH:9]=[C:10]([CH:14]([N:18]2[CH2:23][CH2:22][N:21](C(OC(C)(C)C)=O)[CH2:20][CH2:19]2)[CH:15]([CH3:17])[CH3:16])[CH:11]=[CH:12][CH:13]=1)=[O:7])([CH3:4])([CH3:3])[CH3:2].Cl. (7) Given the product [Cl:1][C:2]1[C:3]([F:19])=[C:4]([C:8]2[O:18][N:25]=[C:10]([C:11]([OH:13])=[O:12])[C:9]=2[CH3:17])[CH:5]=[CH:6][CH:7]=1, predict the reactants needed to synthesize it. The reactants are: [Cl:1][C:2]1[C:3]([F:19])=[C:4]([C:8](=[O:18])[CH:9]([CH3:17])[C:10](=O)[C:11]([O:13]CC)=[O:12])[CH:5]=[CH:6][CH:7]=1.[Li+].C[Si]([N-:25][Si](C)(C)C)(C)C.C(OCC)(=O)C(OCC)=O.